From a dataset of Full USPTO retrosynthesis dataset with 1.9M reactions from patents (1976-2016). Predict the reactants needed to synthesize the given product. Given the product [F:8][C:9]1[CH:18]=[C:17]2[C:12]([CH:13]=[CH:14][CH:15]=[N:16]2)=[CH:11][C:10]=1[CH2:19][C:20]1[N:24]2[N:25]=[C:26](/[C:29](=[N:6]/[N:5]([CH3:7])[C:3]([NH:2][CH3:1])=[O:4])/[CH3:30])[CH:27]=[CH:28][C:23]2=[N:22][CH:21]=1, predict the reactants needed to synthesize it. The reactants are: [CH3:1][NH:2][C:3]([N:5]([CH3:7])[NH2:6])=[O:4].[F:8][C:9]1[CH:18]=[C:17]2[C:12]([CH:13]=[CH:14][CH:15]=[N:16]2)=[CH:11][C:10]=1[CH2:19][C:20]1[N:24]2[N:25]=[C:26]([C:29](=O)[CH3:30])[CH:27]=[CH:28][C:23]2=[N:22][CH:21]=1.